Dataset: Reaction yield outcomes from USPTO patents with 853,638 reactions. Task: Predict the reaction yield, written as a fraction of the theoretical maximum amount of product (1.0 means a 100% yield; for example, 0.34 means a 34% yield). (1) The reactants are [NH:1]1[CH2:9][CH2:8][CH:4]([C:5]([NH2:7])=[O:6])[CH2:3][CH2:2]1.[Cl:10][C:11]1[CH:12]=[N:13][CH:14]=[CH:15][C:16]=1Cl.C(N(CC)CC)C. The catalyst is CN1C(=O)CCC1. The product is [Cl:10][C:11]1[CH:12]=[N:13][CH:14]=[CH:15][C:16]=1[N:1]1[CH2:9][CH2:8][CH:4]([C:5]([NH2:7])=[O:6])[CH2:3][CH2:2]1. The yield is 0.220. (2) The reactants are [Cl:1][C:2]1[CH:3]=[CH:4][C:5]([C:8]2[CH2:9][CH2:10][C:11](=[O:14])[NH:12][N:13]=2)=[N:6][CH:7]=1.[H-].[Na+].[C:17](Cl)#[C:18][CH2:19][CH2:20][CH3:21].O. The product is [Cl:1][C:2]1[CH:3]=[CH:4][C:5]([C:8]2[CH2:9][CH2:10][C:11](=[O:14])[N:12]([CH2:17][C:18]#[C:19][CH2:20][CH3:21])[N:13]=2)=[N:6][CH:7]=1. The catalyst is CN(C=O)C. The yield is 0.920. (3) The reactants are C(OC([NH:8][C@H:9]([C:21]1[CH:26]=[CH:25][CH:24]=[CH:23][CH:22]=1)[C:10]([O:12][C@@H:13]1[CH:18]2[CH2:19][CH2:20][N:15]([CH2:16][CH2:17]2)[CH2:14]1)=[O:11])=O)(C)(C)C.[ClH:27].C(OCC)C. The catalyst is O1CCOCC1. The product is [ClH:27].[ClH:27].[NH2:8][C@H:9]([C:21]1[CH:26]=[CH:25][CH:24]=[CH:23][CH:22]=1)[C:10]([O:12][C@@H:13]1[CH:18]2[CH2:17][CH2:16][N:15]([CH2:20][CH2:19]2)[CH2:14]1)=[O:11]. The yield is 1.00. (4) The reactants are [Cl:1][C:2]1[C:3]([C:29]([O:31][CH2:32][CH3:33])=[O:30])=[N:4][N:5]([C:8]2[CH:16]=[CH:15][C:11]([C:12]([OH:14])=O)=[CH:10][C:9]=2[C:17]([N:19]2[CH2:28][CH2:27][C:26]3[C:21](=[CH:22][CH:23]=[CH:24][CH:25]=3)[CH2:20]2)=[O:18])[C:6]=1[CH3:7].[I:34][C:35]1[CH:44]=[C:43]2[C:38]([CH:39]=[CH:40][C:41]([S:45]([NH2:48])(=[O:47])=[O:46])=[CH:42]2)=[CH:37][CH:36]=1. No catalyst specified. The product is [Cl:1][C:2]1[C:3]([C:29]([O:31][CH2:32][CH3:33])=[O:30])=[N:4][N:5]([C:8]2[CH:16]=[CH:15][C:11]([C:12](=[O:14])[NH:48][S:45]([C:41]3[CH:40]=[CH:39][C:38]4[C:43](=[CH:44][C:35]([I:34])=[CH:36][CH:37]=4)[CH:42]=3)(=[O:47])=[O:46])=[CH:10][C:9]=2[C:17]([N:19]2[CH2:28][CH2:27][C:26]3[C:21](=[CH:22][CH:23]=[CH:24][CH:25]=3)[CH2:20]2)=[O:18])[C:6]=1[CH3:7]. The yield is 0.250. (5) The reactants are [C:1]([O:5][C:6]([NH:8][C:9]1[CH2:10][C:11]([C:33]([O:35]CC)=[O:34])=[CH:12][C:13]2[CH:19]=[CH:18][C:17]([C:20]3[CH:25]=[CH:24][C:23]([C:26]([N:28]4[CH2:32][CH2:31][CH2:30][CH2:29]4)=[O:27])=[CH:22][CH:21]=3)=[CH:16][C:14]=2[N:15]=1)=[O:7])([CH3:4])([CH3:3])[CH3:2].[Li+].[OH-].P(=O)(O)(O)O.C(Cl)Cl. The catalyst is C1COCC1.CCO.O. The product is [C:1]([O:5][C:6]([NH:8][C:9]1[CH2:10][C:11]([C:33]([OH:35])=[O:34])=[CH:12][C:13]2[CH:19]=[CH:18][C:17]([C:20]3[CH:21]=[CH:22][C:23]([C:26]([N:28]4[CH2:29][CH2:30][CH2:31][CH2:32]4)=[O:27])=[CH:24][CH:25]=3)=[CH:16][C:14]=2[N:15]=1)=[O:7])([CH3:4])([CH3:2])[CH3:3]. The yield is 0.900.